This data is from Forward reaction prediction with 1.9M reactions from USPTO patents (1976-2016). The task is: Predict the product of the given reaction. (1) The product is: [F:10][C:9]([S:8][C:5]1[CH:6]=[CH:7][C:2]([C:26]#[C:25][CH2:24][OH:27])=[CH:3][CH:4]=1)([F:12])[F:11]. Given the reactants Br[C:2]1[CH:7]=[CH:6][C:5]([S:8][C:9]([F:12])([F:11])[F:10])=[CH:4][CH:3]=1.N12CCCN=C1CCCCC2.[CH2:24]([OH:27])[C:25]#[CH:26].Cl, predict the reaction product. (2) Given the reactants [C:1]1([NH:7][NH2:8])[CH:6]=[CH:5][CH:4]=[CH:3][CH:2]=1.C(O[CH:12]=[C:13]([C:16]#[N:17])[C:14]#[N:15])C, predict the reaction product. The product is: [NH2:17][C:16]1[N:7]([C:1]2[CH:6]=[CH:5][CH:4]=[CH:3][CH:2]=2)[N:8]=[CH:12][C:13]=1[C:14]#[N:15]. (3) Given the reactants [CH3:1][N:2]1[CH2:7][CH2:6][N:5]([C:8]2[CH:13]=[C:12]([N:14]3[CH:23]([CH3:24])[CH2:22][C:21]4[C:16](=[CH:17][C:18](B5OC(C)(C)C(C)(C)O5)=[CH:19][CH:20]=4)[CH2:15]3)[N:11]=[C:10]([NH2:34])[N:9]=2)[CH2:4][CH2:3]1.I[C:36]1[CH:41]=[CH:40][N:39]=[C:38]([C:42]([O:44]C)=[O:43])[CH:37]=1, predict the reaction product. The product is: [NH2:34][C:10]1[N:11]=[C:12]([N:14]2[CH:23]([CH3:24])[CH2:22][C:21]3[C:16](=[CH:17][C:18]([C:36]4[CH:41]=[CH:40][N:39]=[C:38]([C:42]([OH:44])=[O:43])[CH:37]=4)=[CH:19][CH:20]=3)[CH2:15]2)[CH:13]=[C:8]([N:5]2[CH2:4][CH2:3][N:2]([CH3:1])[CH2:7][CH2:6]2)[N:9]=1. (4) Given the reactants [CH2:1]([Li])CCC.[I-].C[S+](C)C.[CH2:11]([O:15][Si:16]([C:19]([CH3:22])([CH3:21])[CH3:20])([CH3:18])[CH3:17])[C@@H:12]1[O:14][CH2:13]1.[Cl-].[NH4+], predict the reaction product. The product is: [Si:16]([O:15][CH2:11][C@H:12]([OH:14])[CH:13]=[CH2:1])([C:19]([CH3:22])([CH3:21])[CH3:20])([CH3:18])[CH3:17]. (5) Given the reactants [OH:1][C:2]1[CH:11]=[CH:10][C:9]([N+:12]([O-:14])=[O:13])=[CH:8][C:3]=1[C:4]([O:6][CH3:7])=[O:5].[Cl:15][C:16]1[CH:21]=[CH:20][C:19]([CH:22]([C:24]2[CH:29]=[CH:28][CH:27]=[CH:26][CH:25]=2)O)=[CH:18][CH:17]=1.C1(C)C=CC=CC=1.C1(P(C2C=CC=CC=2)C2C=CC=CC=2)C=CC=CC=1, predict the reaction product. The product is: [Cl:15][C:16]1[CH:17]=[CH:18][C:19]([CH:22]([C:24]2[CH:25]=[CH:26][CH:27]=[CH:28][CH:29]=2)[O:1][C:2]2[CH:11]=[CH:10][C:9]([N+:12]([O-:14])=[O:13])=[CH:8][C:3]=2[C:4]([O:6][CH3:7])=[O:5])=[CH:20][CH:21]=1.